This data is from Reaction yield outcomes from USPTO patents with 853,638 reactions. The task is: Predict the reaction yield, written as a fraction of the theoretical maximum amount of product (1.0 means a 100% yield; for example, 0.34 means a 34% yield). The reactants are C(ON=O)(C)(C)C.N[CH:9]1[N:34]([C:35]#[N:36])[CH:12]2[CH:13]([C:23]3[CH:28]=[C:27]([O:29][CH3:30])[C:26]([O:31][CH3:32])=[C:25]([Br:33])[CH:24]=3)[CH:14]=[C:15]3[C:20]([O:19][C:18](=[O:21])[C:17]([CH3:22])=[CH:16]3)=[C:11]2[O:10]1.[BH4-].[Na+].CCOC(C)=O. The catalyst is C1COCC1.ClCCl. The product is [Br:33][C:25]1[CH:24]=[C:23]([CH:13]2[CH:12]3[N:34]([C:35]#[N:36])[CH2:9][O:10][C:11]3=[C:20]3[C:15]([CH:16]=[C:17]([CH3:22])[C:18](=[O:21])[O:19]3)=[CH:14]2)[CH:28]=[C:27]([O:29][CH3:30])[C:26]=1[O:31][CH3:32]. The yield is 0.850.